From a dataset of Peptide-MHC class I binding affinity with 185,985 pairs from IEDB/IMGT. Regression. Given a peptide amino acid sequence and an MHC pseudo amino acid sequence, predict their binding affinity value. This is MHC class I binding data. (1) The peptide sequence is TSQWDDPW. The MHC is Mamu-A02 with pseudo-sequence Mamu-A02. The binding affinity (normalized) is 0.476. (2) The peptide sequence is LRLTVWGTKNL. The MHC is Mamu-B03 with pseudo-sequence Mamu-B03. The binding affinity (normalized) is 0.493. (3) The peptide sequence is RRRIGEIFK. The MHC is HLA-B35:01 with pseudo-sequence HLA-B35:01. The binding affinity (normalized) is 0.0847. (4) The peptide sequence is LPCVLWPVL. The MHC is HLA-A68:01 with pseudo-sequence HLA-A68:01. The binding affinity (normalized) is 0. (5) The peptide sequence is LILAPTRVV. The MHC is HLA-B58:01 with pseudo-sequence HLA-B58:01. The binding affinity (normalized) is 0.0847. (6) The peptide sequence is RKKARNTPF. The MHC is HLA-B08:01 with pseudo-sequence HLA-B08:01. The binding affinity (normalized) is 0.592. (7) The peptide sequence is RDWFMLMPK. The MHC is HLA-A03:01 with pseudo-sequence HLA-A03:01. The binding affinity (normalized) is 0.516. (8) The peptide sequence is GRYNLVPPK. The MHC is HLA-B15:01 with pseudo-sequence HLA-B15:01. The binding affinity (normalized) is 0.0847.